From a dataset of Catalyst prediction with 721,799 reactions and 888 catalyst types from USPTO. Predict which catalyst facilitates the given reaction. (1) Reactant: [CH2:1]([N:3]([CH2:16][CH3:17])[CH2:4][CH2:5][O:6][C:7]1[CH:12]=[CH:11][C:10]([N+:13]([O-])=O)=[CH:9][CH:8]=1)[CH3:2]. The catalyst class is: 63. Product: [CH2:16]([N:3]([CH2:1][CH3:2])[CH2:4][CH2:5][O:6][C:7]1[CH:8]=[CH:9][C:10]([NH2:13])=[CH:11][CH:12]=1)[CH3:17]. (2) Reactant: [F:1][C:2]1[CH:9]=[C:8]([O:10][CH2:11][C:12]2[CH:13]=[N:14][C:15]([O:18][CH3:19])=[CH:16][CH:17]=2)[C:7]([O:20][CH3:21])=[CH:6][C:3]=1[C:4]#[N:5].[H-].[Al+3].[Li+].[H-].[H-].[H-]. Product: [F:1][C:2]1[CH:9]=[C:8]([O:10][CH2:11][C:12]2[CH:13]=[N:14][C:15]([O:18][CH3:19])=[CH:16][CH:17]=2)[C:7]([O:20][CH3:21])=[CH:6][C:3]=1[CH2:4][NH2:5]. The catalyst class is: 7. (3) Reactant: [N:1]1([C:6]([O:8][C:9]([CH3:12])([CH3:11])[CH3:10])=[O:7])[CH2:5][CH2:4][CH2:3][NH:2]1.[C:13](C1CC(=O)NC1=O)([O:15][CH2:16][CH:17]1[C:29]2[C:24](=[CH:25][CH:26]=[CH:27][CH:28]=2)[C:23]2[C:18]1=[CH:19][CH:20]=[CH:21][CH:22]=2)=[O:14]. Product: [N:2]1([C:13]([O:15][CH2:16][CH:17]2[C:18]3[CH:19]=[CH:20][CH:21]=[CH:22][C:23]=3[C:24]3[C:29]2=[CH:28][CH:27]=[CH:26][CH:25]=3)=[O:14])[CH2:3][CH2:4][CH2:5][N:1]1[C:6]([O:8][C:9]([CH3:12])([CH3:11])[CH3:10])=[O:7]. The catalyst class is: 4. (4) Reactant: [Cl:1][C:2]1[CH:7]=[CH:6][C:5]([C:8]([NH:10][CH:11]([C:17]([O:19][CH2:20][CH3:21])=[O:18])[C:12]([O:14][CH2:15][CH3:16])=[O:13])=O)=[CH:4][CH:3]=1.P(Cl)(Cl)(Cl)(Cl)Cl. Product: [Cl:1][C:2]1[CH:7]=[CH:6][C:5]([C:8]2[O:13][C:12]([O:14][CH2:15][CH3:16])=[C:11]([C:17]([O:19][CH2:20][CH3:21])=[O:18])[N:10]=2)=[CH:4][CH:3]=1. The catalyst class is: 22. (5) Reactant: [CH3:1][C:2]1[CH:7]=[CH:6][C:5]([NH2:8])=[CH:4][C:3]=1[CH:9]1[CH2:14][CH2:13][N:12]([CH2:15][C:16]2[CH:21]=[CH:20][C:19]([O:22][C:23]3[CH:28]=[C:27]([F:29])[C:26]([F:30])=[CH:25][C:24]=3[F:31])=[CH:18][CH:17]=2)[CH2:11][CH2:10]1.Cl[C:33]([O:35][C:36]1[CH:41]=[CH:40][C:39]([N+:42]([O-:44])=[O:43])=[CH:38][CH:37]=1)=[O:34].N1C=CC=CC=1. Product: [CH3:1][C:2]1[CH:7]=[CH:6][C:5]([NH:8][C:33]([O:35][C:36]2[CH:37]=[CH:38][C:39]([N+:42]([O-:44])=[O:43])=[CH:40][CH:41]=2)=[O:34])=[CH:4][C:3]=1[CH:9]1[CH2:10][CH2:11][N:12]([CH2:15][C:16]2[CH:17]=[CH:18][C:19]([O:22][C:23]3[CH:28]=[C:27]([F:29])[C:26]([F:30])=[CH:25][C:24]=3[F:31])=[CH:20][CH:21]=2)[CH2:13][CH2:14]1. The catalyst class is: 2.